From a dataset of Experimentally validated miRNA-target interactions with 360,000+ pairs, plus equal number of negative samples. Binary Classification. Given a miRNA mature sequence and a target amino acid sequence, predict their likelihood of interaction. (1) The miRNA is hsa-miR-548az-5p with sequence CAAAAGUGAUUGUGGUUUUUGC. The protein sequence of the target gene is MLAAMGSLAAALWAVVHPRTLLLGTVAFLLAADFLKRRRPKNYPPGPWRLPFLGNFFLVDFEQSHLEVQLFVKKYGNLFSLELGDISAVLITGLPLIKEALIHMDQNFGNRPVTPMREHIFKKNGLIMSSGQAWKEQRRFTLTALRNFGLGKKSLEERIQEEAQHLTEAIKEENGQPFDPHFKINNAVSNIICSITFGERFEYQDSWFQQLLKLLDEVTYLEASKTCQLYNVFPWIMKFLPGPHQTLFSNWKKLKLFVSHMIDKHRKDWNPAETRDFIDAYLKEMSKHTGNPTSSFHEEN.... Result: 0 (no interaction). (2) The miRNA is mmu-miR-1191a with sequence CAGUCUUACUAUGUAGCCCUA. The protein sequence of the target gene is MERAVPLAVPLGQTEVFQALQRLHMTIFSQSVSPCGKFLAAGNNYGQIAIFSLSSALSSEAKEESKKPVVTFQAHDGPVYSMVSTDRHLLSAGDGEVKAWLWAEMLKKGCKELWRRQPPYRTSLEVPEINALLLVPKENSLILAGGDCQLHTMDLETGTFTRVLRGHTDYIHCLALRERSPEVLSGGEDGAVRLWDLRTAKEVQTIEVYKHEECSRPHNGRWIGCLATDSDWMVCGGGPALTLWHLRSSTPTTIFPIRAPQKHVTFYQDLILSAGQGRCVNQWQLSGELKAQVPGSSPGL.... Result: 0 (no interaction). (3) The miRNA is rno-miR-144-3p with sequence UACAGUAUAGAUGAUGUACU. The protein sequence of the target gene is MGPRALSPLASLRLRWLLACGLLGPVLEAGRPDLEQTVHLSSYEIITPWRLTRERREALGPSSQQISYVIQAQGKQHIIHLERNTDLLPNDFVVYTYDKEGSLLSDHPNVQSHCHYRGYVEGVQNSAVAVSACFGLRGLLHLENASFGIEPLHNSSHFEHIFYPMDGIHQEPLRCGVSNRDTEKEGTQGDEEEHPSVTQLLRRRRAVLPQTRYVELFIVVDKERYDMMGRNQTAVREEMIRLANYLDSMYIMLNIRIVLVGLEIWTDRNPINIIGGAGDVLGNFVQWREKFLITRWRHDS.... Result: 0 (no interaction).